Dataset: Experimentally validated miRNA-target interactions with 360,000+ pairs, plus equal number of negative samples. Task: Binary Classification. Given a miRNA mature sequence and a target amino acid sequence, predict their likelihood of interaction. (1) The miRNA is hsa-miR-4793-5p with sequence ACAUCCUGCUCCACAGGGCAGAGG. Result: 0 (no interaction). The protein sequence of the target gene is METRSPGLNNMKPQSLQLVLEEQVLALQQQMAENQAASWRKLKNSQEAQQRQATLVRKLQAKVLQYRSWCQELEKRLEATGGPIPQRWENVEEPNLDELLVRLEEEQQRCESLAEVNTQLRLHMEKADVVNKALREDVEKLTVDWSRARDELMRKESQWQMEQEFFKGYLKGEHGRLLSLWREVVTFRRHFLEMKSATDRDLMELKAEHVRLSGSLLTCCLRLTVGAQSREPNGSGRMDGREPAQLLLLLAKTQELEKEAHERSQELIQLKSQGDLEKAELQDRVTELSALLTQSQKQNE.... (2) The miRNA is hsa-miR-643 with sequence ACUUGUAUGCUAGCUCAGGUAG. The protein sequence of the target gene is MASSASLETMVPPACPRAGASPATSKTLAFSIERIMAKTSEPRAPFEPRPAALEADSSQSKKLLNLCSPLPCMIPLQPLGYEVPSKTLLSYSEFWKSSLRAGGGGGGGSGGGAPVCGASGLCKTNCGVCCKAELGLAPSALPAGRVIKPQVINQAVGLPASGSLYYFNYLDSTAYPPSELLGGHLFPSGLLNAQAPTSLAAHPKLFLLENAKLASLAADKFPHPASYPHKERLHAPLEQVLKENSALTAERGGVKSHSKLPGGSTDSKPKNFTCEVCGKVFNAHYNLTRHMPVHTGARPF.... Result: 0 (no interaction). (3) The miRNA is hsa-miR-450b-5p with sequence UUUUGCAAUAUGUUCCUGAAUA. The protein sequence of the target gene is MLSVASRSGPFAPVLSATSRGVAGALRPLVQATVPATPEQPVLDLKRPFLSRESLSGQAVRRPLVASVGLNVPASVCYSHTDIKVPDFSEYRRLEVLDSTKSSRESSEARKGFSYLVTGVTTVGVAYAAKNAVTQFVSSMSASADVLALAKIEIKLSDIPEGKNMAFKWRGKPLFVRHRTQKEIEQEAAVELSQLRDPQHDLDRVKKPEWVILIGVCTHLGCVPIANAGDFGGYYCPCHGSHYDASGRIRLGPAPLNLEVPTYEFTSDDMVIVG. Result: 1 (interaction). (4) The miRNA is mmu-miR-202-3p with sequence AGAGGUAUAGCGCAUGGGAAGA. The protein sequence of the target gene is MESENMDSENMKTENMESQNVDFESVSSVTALEALSKLLNPEEEDDSDYGQTNGLSTIGAMGPGNIGPPQIEELKVIPETSEENNEDIWNSEEIPEGAEYDDMWDVREIPEYEIIFRQQVGTEDIFLGLSKKDSSTGCCSELVAKIKLPNTNPSDIQIDIQETILDLRTPQKKLLITLPELVECTSAKAFYIPETETLEITMTMKRELDIANFF. Result: 0 (no interaction). (5) The miRNA is mmu-miR-363-5p with sequence CAGGUGGAACACGAUGCAAUUU. The protein sequence of the target gene is MSKRLRSSDVCADCNGPDPSWASVNRGTFICDECCSVHRSLGRHISQVRHLKHTAWPPTLLQMVETLYNNGANSIWEHSLLDPASIMSGRRKANPQDKVHPNKAEFIRAKYQMLAFVHRLPCREDDSVTAKDLSKQLHSSVRTGNLETCLRLLSLGAQANFFHPEKGSTPLHVASKAGQILQAELLAVYGADPGTQDSSGKTPVDYARQGGHHELAERLIEIQYELTDRLAFYLCGRKPDHKSGQHFLIPQRADSLDLSELAKAAKKKLQSLSNHLFEELAMDVYDEVDRRETDAVWLAT.... Result: 1 (interaction).